Dataset: Forward reaction prediction with 1.9M reactions from USPTO patents (1976-2016). Task: Predict the product of the given reaction. (1) Given the reactants [Cl:1][C:2]1[CH:3]=[C:4]([C:9]([OH:18])([CH2:15][CH2:16][OH:17])[C:10]([O:12][CH2:13][CH3:14])=[O:11])[CH:5]=[CH:6][C:7]=1[Cl:8].[S:19](Cl)([C:22]1[CH:28]=[CH:27][C:25]([CH3:26])=[CH:24][CH:23]=1)(=[O:21])=[O:20].N12CCCN=C1CCCCC2, predict the reaction product. The product is: [Cl:1][C:2]1[CH:3]=[C:4]([C:9]([OH:18])([CH2:15][CH2:16][O:17][S:19]([C:22]2[CH:28]=[CH:27][C:25]([CH3:26])=[CH:24][CH:23]=2)(=[O:21])=[O:20])[C:10]([O:12][CH2:13][CH3:14])=[O:11])[CH:5]=[CH:6][C:7]=1[Cl:8]. (2) Given the reactants [CH3:1][S:2][C:3]1[CH:18]=[CH:17][CH:16]=[CH:15][C:4]=1[CH2:5][N:6]1[C:11]([CH3:12])=[CH:10][C:9]([OH:13])=[CH:8][C:7]1=[O:14].Cl[CH2:20][C:21]1[CH:38]=[CH:37][CH:36]=[CH:35][C:22]=1[CH2:23][N:24]1[C:32](=[O:33])[C:31]2[C:26](=[CH:27][CH:28]=[CH:29][CH:30]=2)[C:25]1=[O:34].C(=O)([O-])[O-].[K+].[K+].CN(C=O)C, predict the reaction product. The product is: [CH3:1][S:2][C:3]1[CH:18]=[CH:17][CH:16]=[CH:15][C:4]=1[CH2:5][N:6]1[C:11]([CH3:12])=[CH:10][C:9]([O:13][CH2:20][C:21]2[CH:38]=[CH:37][CH:36]=[CH:35][C:22]=2[CH2:23][N:24]2[C:32](=[O:33])[C:31]3[C:26](=[CH:27][CH:28]=[CH:29][CH:30]=3)[C:25]2=[O:34])=[CH:8][C:7]1=[O:14]. (3) Given the reactants C(OCC)(=O)[CH2:2][C:3]([O:5]CC)=[O:4].[H-].[Na+].Cl[CH2:15][C:16]1[N:17]=[C:18]([C:22]2[CH:27]=[CH:26][CH:25]=[CH:24][CH:23]=2)[O:19][C:20]=1[CH3:21].Cl, predict the reaction product. The product is: [CH3:21][C:20]1[O:19][C:18]([C:22]2[CH:27]=[CH:26][CH:25]=[CH:24][CH:23]=2)=[N:17][C:16]=1[CH2:15][CH2:2][C:3]([OH:5])=[O:4]. (4) Given the reactants [CH2:1]([O:8][CH2:9][C@H:10]1[CH2:15][N:14]([C:16]([O:18][C:19]([CH3:22])([CH3:21])[CH3:20])=[O:17])[CH2:13][C@@H:12]([C:23]([OH:25])=O)[O:11]1)[C:2]1[CH:7]=[CH:6][CH:5]=[CH:4][CH:3]=1.ON1C2C=CC=CC=2N=N1.Cl.[CH2:37]([N:39]=[C:40]=NCCCN(C)C)C.Cl.CNC, predict the reaction product. The product is: [CH2:1]([O:8][CH2:9][C@@H:10]1[O:11][C@H:12]([C:23](=[O:25])[N:39]([CH3:40])[CH3:37])[CH2:13][N:14]([C:16]([O:18][C:19]([CH3:22])([CH3:21])[CH3:20])=[O:17])[CH2:15]1)[C:2]1[CH:7]=[CH:6][CH:5]=[CH:4][CH:3]=1. (5) Given the reactants [C:1]([C:3]1[C:12]2[C:7](=[CH:8][C:9]([C:13]3[CH:14]=[C:15]([CH:22]=[CH:23][C:24]=3[CH3:25])[C:16]([NH:18][CH:19]3[CH2:21][CH2:20]3)=[O:17])=[CH:10][CH:11]=2)[CH:6]=[N:5][N:4]=1)#[N:2].[OH-:26].[K+].CN(C(ON1N=N[C:38]2[CH:39]=CC=N[C:37]1=2)=[N+](C)C)C.F[P-](F)(F)(F)(F)F.C(N)(C)C, predict the reaction product. The product is: [CH:19]1([NH:18][C:16]([C:15]2[CH:22]=[CH:23][C:24]([CH3:25])=[C:13]([C:9]3[CH:8]=[C:7]4[C:12](=[CH:11][CH:10]=3)[C:3]([C:1]([NH:2][CH:38]([CH3:39])[CH3:37])=[O:26])=[N:4][N:5]=[CH:6]4)[CH:14]=2)=[O:17])[CH2:20][CH2:21]1.